From a dataset of Plasma protein binding rate (PPBR) regression data from AstraZeneca. Regression/Classification. Given a drug SMILES string, predict its absorption, distribution, metabolism, or excretion properties. Task type varies by dataset: regression for continuous measurements (e.g., permeability, clearance, half-life) or binary classification for categorical outcomes (e.g., BBB penetration, CYP inhibition). For this dataset (ppbr_az), we predict Y. The Y is 96.1 %. The drug is Cc1ccc(NC(=O)c2cccc(C(C)(C)C#N)c2)cc1C(=O)Nc1cnc(N)c(Cl)c1.